Dataset: Catalyst prediction with 721,799 reactions and 888 catalyst types from USPTO. Task: Predict which catalyst facilitates the given reaction. (1) Reactant: C(OC([NH:11][C:12]1[C:21]([C:22]([O:24][C:25]([CH3:28])([CH3:27])[CH3:26])=[O:23])=[C:20]2[C:15]([C:16]3[CH:32]=[CH:31][O:30][C:17]=3[C:18](=[O:29])[O:19]2)=[CH:14][CH:13]=1)=O)C1C=CC=CC=1. Product: [NH2:11][C:12]1[C:21]([C:22]([O:24][C:25]([CH3:28])([CH3:26])[CH3:27])=[O:23])=[C:20]2[C:15]([C:16]3[CH:32]=[CH:31][O:30][C:17]=3[C:18](=[O:29])[O:19]2)=[CH:14][CH:13]=1. The catalyst class is: 78. (2) Reactant: [N+:1]([C:4]1[CH:5]=[C:6]2[C:10](=[CH:11][CH:12]=1)[N:9]([O:13][C:14](=[O:19])[C:15]([CH3:18])([CH3:17])[CH3:16])[N:8]=[C:7]2[C:20]1[NH:21][CH:22]=[CH:23][CH:24]=1)([O-])=O. Product: [NH2:1][C:4]1[CH:5]=[C:6]2[C:10](=[CH:11][CH:12]=1)[N:9]([O:13][C:14](=[O:19])[C:15]([CH3:16])([CH3:17])[CH3:18])[N:8]=[C:7]2[C:20]1[NH:21][CH:22]=[CH:23][CH:24]=1. The catalyst class is: 29.